From a dataset of Reaction yield outcomes from USPTO patents with 853,638 reactions. Predict the reaction yield, written as a fraction of the theoretical maximum amount of product (1.0 means a 100% yield; for example, 0.34 means a 34% yield). (1) The reactants are [CH3:1][S:2]([CH2:5][C:6]1[CH:7]=[C:8]([CH:10]=[CH:11][CH:12]=1)[NH2:9])(=[O:4])=[O:3].C(N(C(C)C)CC)(C)C.[Cl:22][C:23]1[N:28]=[C:27](Cl)[N:26]=[CH:25][N:24]=1. The catalyst is C(#N)C. The product is [Cl:22][C:23]1[N:28]=[CH:27][N:26]=[C:25]([NH:9][C:8]2[CH:10]=[CH:11][CH:12]=[C:6]([CH2:5][S:2]([CH3:1])(=[O:3])=[O:4])[CH:7]=2)[N:24]=1. The yield is 0.700. (2) The reactants are C([Li])CCC.CC1(C)CCCC(C)(C)N1.[Cl:16][C:17]1[C:25]([F:26])=[N:24][CH:23]=[CH:22][C:18]=1[C:19]([OH:21])=[O:20].[O:27]1[C:31]2([CH2:36][CH2:35][C:34](=O)[CH2:33][CH2:32]2)[O:30][CH2:29][CH2:28]1. The catalyst is CCCCCC.O.O1CCCC1. The product is [Cl:16][C:17]1[C:18]2[C:19](=[O:21])[O:20][C:34]3([CH2:35][CH2:36][C:31]4([O:30][CH2:29][CH2:28][O:27]4)[CH2:32][CH2:33]3)[C:22]=2[CH:23]=[N:24][C:25]=1[F:26]. The yield is 0.490. (3) The reactants are [H][H].[CH2:3]([N:5]1[CH2:15][CH:14]2[O:16][CH:7]([C:8]3[C:13]2=[CH:12][C:11]([N+:17]([O-])=O)=[CH:10][CH:9]=3)[CH2:6]1)[CH3:4]. The catalyst is [Pd].C(O)C.C(Cl)Cl. The product is [CH2:3]([N:5]1[CH2:15][CH:14]2[O:16][CH:7]([C:8]3[C:13]2=[CH:12][C:11]([NH2:17])=[CH:10][CH:9]=3)[CH2:6]1)[CH3:4]. The yield is 1.00. (4) The reactants are Br[C:2]1[C:3]([F:27])=[CH:4][C:5]2[O:11][CH2:10][CH2:9][N:8]3[C:12]([C:18]4[NH:22][N:21]=[C:20]([CH:23]5[CH2:25][CH2:24]5)[N:19]=4)=[C:13]([C:15]([NH2:17])=[O:16])[N:14]=[C:7]3[C:6]=2[CH:26]=1.[CH3:28][C:29]([OH:34])([C:32]#[CH:33])[CH2:30][OH:31].C(NC(C)C)(C)C. The catalyst is CN(C=O)C. The product is [CH:23]1([C:20]2[N:19]=[C:18]([C:12]3[N:8]4[CH2:9][CH2:10][O:11][C:5]5[CH:4]=[C:3]([F:27])[C:2]([C:33]#[C:32][C:29]([OH:34])([CH3:28])[CH2:30][OH:31])=[CH:26][C:6]=5[C:7]4=[N:14][C:13]=3[C:15]([NH2:17])=[O:16])[NH:22][N:21]=2)[CH2:25][CH2:24]1. The yield is 0.471.